This data is from Reaction yield outcomes from USPTO patents with 853,638 reactions. The task is: Predict the reaction yield, written as a fraction of the theoretical maximum amount of product (1.0 means a 100% yield; for example, 0.34 means a 34% yield). (1) The reactants are Cl[CH2:2][C:3]1[CH:8]=[CH:7][C:6]([Cl:9])=[C:5]([Cl:10])[CH:4]=1.[OH:11][C:12]1[CH:19]=[CH:18][C:15]([CH:16]=[O:17])=[CH:14][C:13]=1[CH3:20].C([O-])([O-])=O.[K+].[K+]. The catalyst is CN(C=O)C. The product is [Cl:10][C:5]1[CH:4]=[C:3]([CH:8]=[CH:7][C:6]=1[Cl:9])[CH2:2][O:11][C:12]1[CH:19]=[CH:18][C:15]([CH:16]=[O:17])=[CH:14][C:13]=1[CH3:20]. The yield is 1.00. (2) The reactants are [Cl:1][C:2]1[C:3]([CH:8]2[CH2:11][N:10](C(OC(C)(C)C)=O)[CH2:9]2)=[N:4][CH:5]=[CH:6][N:7]=1. The catalyst is Cl.CO. The product is [ClH:1].[NH:10]1[CH2:11][CH:8]([C:3]2[C:2]([Cl:1])=[N:7][CH:6]=[CH:5][N:4]=2)[CH2:9]1. The yield is 0.997. (3) The reactants are [NH2:1][C:2]1[CH:3]=[N:4][CH:5]=[CH:6][C:7]=1[N:8]1[CH2:13][C@H:12]([CH3:14])[C@H:11]([N:15]2[CH:19]=[C:18]([CH2:20][OH:21])[N:17]=[N:16]2)[C@H:10]([NH:22]C(=O)OC(C)(C)C)[CH2:9]1.CCN=C=NCCCN(C)C.C1C=NC2N(O)N=NC=2C=1.[F:51][C:52]1[CH:57]=[CH:56][CH:55]=[C:54]([F:58])[C:53]=1[C:59]1[N:64]=[C:63]([C:65](O)=[O:66])[CH:62]=[CH:61][C:60]=1[F:68].C(=O)([O-])[O-].[K+].[K+]. The catalyst is C(#N)C.CN(C=O)C.CN(C=O)C.CCOC(C)=O.CCO.C(Cl)Cl. The product is [NH2:22][C@H:10]1[C@@H:11]([N:15]2[CH:19]=[C:18]([CH2:20][OH:21])[N:17]=[N:16]2)[C@@H:12]([CH3:14])[CH2:13][N:8]([C:7]2[CH:6]=[CH:5][N:4]=[CH:3][C:2]=2[NH:1][C:65](=[O:66])[C:63]2[CH:62]=[CH:61][C:60]([F:68])=[C:59]([C:53]3[C:52]([F:51])=[CH:57][CH:56]=[CH:55][C:54]=3[F:58])[N:64]=2)[CH2:9]1. The yield is 0.690. (4) The reactants are C[N:2]1[CH2:7][CH2:6][N:5]([C:8]2[CH:9]=[CH:10][CH:11]=[C:12]3[C:17]=2[N:16]=[CH:15][C:14]([S:18]([C:21]2[CH:26]=[CH:25][CH:24]=[CH:23][CH:22]=2)(=[O:20])=[O:19])=[CH:13]3)[CH2:4][CH2:3]1.[Cl:27]C(OC(Cl)C)=O.C(N(CC)C(C)C)(C)C. The catalyst is ClCCCl. The product is [ClH:27].[C:21]1([S:18]([C:14]2[CH:15]=[N:16][C:17]3[C:12]([CH:13]=2)=[CH:11][CH:10]=[CH:9][C:8]=3[N:5]2[CH2:6][CH2:7][NH:2][CH2:3][CH2:4]2)(=[O:20])=[O:19])[CH:22]=[CH:23][CH:24]=[CH:25][CH:26]=1. The yield is 0.510. (5) The reactants are I[C:2]1[C:10]2[C:5](=[N:6][CH:7]=[CH:8][CH:9]=2)[N:4]([Si:11]([CH:18]([CH3:20])[CH3:19])([CH:15]([CH3:17])[CH3:16])[CH:12]([CH3:14])[CH3:13])[CH:3]=1.C([Mg]Cl)(C)C.[CH2:26]([O:33][C:34]1[C:41]([O:42][CH3:43])=[CH:40][C:37]([CH:38]=[O:39])=[C:36]([F:44])[CH:35]=1)[C:27]1[CH:32]=[CH:31][CH:30]=[CH:29][CH:28]=1.O. The catalyst is O1CCCC1. The product is [CH2:26]([O:33][C:34]1[C:41]([O:42][CH3:43])=[CH:40][C:37]([CH:38]([C:2]2[C:10]3[C:5](=[N:6][CH:7]=[CH:8][CH:9]=3)[N:4]([Si:11]([CH:18]([CH3:20])[CH3:19])([CH:15]([CH3:17])[CH3:16])[CH:12]([CH3:14])[CH3:13])[CH:3]=2)[OH:39])=[C:36]([F:44])[CH:35]=1)[C:27]1[CH:28]=[CH:29][CH:30]=[CH:31][CH:32]=1. The yield is 0.630. (6) The reactants are [CH:1]1[C:10]2[C:5](=[CH:6][CH:7]=[CH:8][CH:9]=2)[CH:4]=[CH:3][C:2]=1[C@@H:11]([NH2:13])[CH3:12].[C:14]([O:18][CH3:19])(=[O:17])[CH:15]=[CH2:16]. The catalyst is C(O)(=O)C. The product is [CH3:19][O:18][C:14](=[O:17])[CH2:15][CH2:16][N:13]([CH2:16][CH2:15][C:14]([O:18][CH3:19])=[O:17])[C@H:11]([C:2]1[CH:3]=[CH:4][C:5]2[C:10](=[CH:9][CH:8]=[CH:7][CH:6]=2)[CH:1]=1)[CH3:12]. The yield is 0.770. (7) The reactants are [CH3:1][C:2]1([CH3:18])[N:6]([C:7]([O:9][C:10]([CH3:13])([CH3:12])[CH3:11])=[O:8])[C@@H:5]([C:14](OC)=[O:15])[CH2:4][O:3]1.CC(C[AlH]CC(C)C)C.CO.Cl. The catalyst is C1(C)C=CC=CC=1. The product is [CH:14]([C@H:5]1[CH2:4][O:3][C:2]([CH3:18])([CH3:1])[N:6]1[C:7]([O:9][C:10]([CH3:13])([CH3:12])[CH3:11])=[O:8])=[O:15]. The yield is 0.610. (8) The reactants are [F:1][C:2]([F:11])([F:10])[C:3]1[CH:4]=[C:5]([CH:7]=[CH:8][CH:9]=1)[NH2:6].[N:12]([O-])=O.[Na+].[C:16]([CH2:20][C:21]([O:23][CH3:24])=[O:22])(=[O:19])[CH2:17][CH3:18].C([O-])(=O)C.[Na+]. The catalyst is Cl.O.C(O)C. The product is [O:19]=[C:16]([CH2:17][CH3:18])[C:20](=[N:12][NH:6][C:5]1[CH:7]=[CH:8][CH:9]=[C:3]([C:2]([F:10])([F:11])[F:1])[CH:4]=1)[C:21]([O:23][CH3:24])=[O:22]. The yield is 0.930. (9) The reactants are [C:1]([C:3]1[CH:8]=[CH:7][CH:6]=[CH:5][C:4]=1[C:9]1[CH:14]=[CH:13][C:12]([CH2:15][C:16]2[C:17](=[O:38])[N:18]([CH:28]3[CH2:31][CH:30]([C:32]([O:34]CCC)=O)[CH2:29]3)[C:19]3[N:20]([N:25]=[CH:26][N:27]=3)[C:21]=2[CH2:22][CH2:23][CH3:24])=[CH:11][CH:10]=1)#[N:2].[OH-].[Na+].Cl.[CH3:42][Mg]Br.[Cl-].[NH4+]. The catalyst is O1CCCC1.O.CO. The product is [C:32]([C@@H:30]1[CH2:31][C@H:28]([N:18]2[C:17](=[O:38])[C:16]([CH2:15][C:12]3[CH:13]=[CH:14][C:9]([C:4]4[C:3]([C:1]#[N:2])=[CH:8][CH:7]=[CH:6][CH:5]=4)=[CH:10][CH:11]=3)=[C:21]([CH2:22][CH2:23][CH3:24])[N:20]3[N:25]=[CH:26][N:27]=[C:19]23)[CH2:29]1)(=[O:34])[CH3:42]. The yield is 0.490. (10) The product is [Cl:1][C:2]1[N:3]=[CH:4][C:5]2[CH:10]=[CH:9][N:8]([CH2:11][C:12]([N:29]3[CH2:24][CH2:25][O:39][CH2:27][CH2:28]3)=[O:14])[C:6]=2[N:7]=1. The yield is 0.800. The reactants are [Cl:1][C:2]1[N:3]=[CH:4][C:5]2[CH:10]=[CH:9][N:8]([CH2:11][C:12]([OH:14])=O)[C:6]=2[N:7]=1.CN(C(ON1N=N[C:25]2C=[CH:27][CH:28]=[N:29][C:24]1=2)=[N+](C)C)C.F[P-](F)(F)(F)(F)F.[OH2:39]. The catalyst is C(Cl)Cl.